Dataset: Forward reaction prediction with 1.9M reactions from USPTO patents (1976-2016). Task: Predict the product of the given reaction. (1) Given the reactants COCN[C:5]([C:7]1[C:12]([F:13])=[CH:11][C:10]([Br:14])=[CH:9][N:8]=1)=[O:6].CC(C[AlH]CC(C)C)C, predict the reaction product. The product is: [F:13][C:12]1[C:7]([CH:5]=[O:6])=[N:8][CH:9]=[C:10]([Br:14])[CH:11]=1. (2) The product is: [C:1]([O:5][C:6]([N:8]1[CH2:13][CH2:12][N:11]([C:14]2[CH:19]=[CH:18][C:17]([NH:20][C:31]([NH:30][C:24]3[CH:25]=[C:26]([CH3:29])[CH:27]=[CH:28][C:23]=3[O:22][CH3:21])=[O:32])=[CH:16][N:15]=2)[CH2:10][CH2:9]1)=[O:7])([CH3:4])([CH3:2])[CH3:3]. Given the reactants [C:1]([O:5][C:6]([N:8]1[CH2:13][CH2:12][N:11]([C:14]2[CH:19]=[CH:18][C:17]([NH2:20])=[CH:16][N:15]=2)[CH2:10][CH2:9]1)=[O:7])([CH3:4])([CH3:3])[CH3:2].[CH3:21][O:22][C:23]1[CH:28]=[CH:27][C:26]([CH3:29])=[CH:25][C:24]=1[N:30]=[C:31]=[O:32].CO, predict the reaction product. (3) Given the reactants [F:1][C:2]1[CH:3]=[C:4]([CH:7]=[C:8]([NH:10][CH2:11][C:12]2[CH:17]=[CH:16][C:15]([S:18]([CH3:21])(=[O:20])=[O:19])=[CH:14][CH:13]=2)[CH:9]=1)[C:5]#[N:6].[CH3:22][C:23]1[CH:28]=[CH:27][C:26]([CH2:29][CH2:30][C:31](O)=[O:32])=[CH:25][CH:24]=1, predict the reaction product. The product is: [C:5]([C:4]1[CH:7]=[C:8]([N:10]([CH2:11][C:12]2[CH:13]=[CH:14][C:15]([S:18]([CH3:21])(=[O:20])=[O:19])=[CH:16][CH:17]=2)[C:31](=[O:32])[CH2:30][CH2:29][C:26]2[CH:27]=[CH:28][C:23]([CH3:22])=[CH:24][CH:25]=2)[CH:9]=[C:2]([F:1])[CH:3]=1)#[N:6]. (4) Given the reactants [BH4-].[Na+].S(=O)(=O)(O)O.[O:8]=[C:9]([N:23]1[CH2:28][CH2:27][N:26]2[C:29]([C:32]([F:35])([F:34])[F:33])=[N:30][N:31]=[C:25]2[CH2:24]1)[CH:10]=[C:11]([NH2:22])[CH2:12][C:13]1[CH:18]=[C:17]([F:19])[C:16]([F:20])=[CH:15][C:14]=1[F:21].N, predict the reaction product. The product is: [O:8]=[C:9]([N:23]1[CH2:28][CH2:27][N:26]2[C:29]([C:32]([F:35])([F:34])[F:33])=[N:30][N:31]=[C:25]2[CH2:24]1)[CH2:10][CH:11]([NH2:22])[CH2:12][C:13]1[CH:18]=[C:17]([F:19])[C:16]([F:20])=[CH:15][C:14]=1[F:21].